This data is from Reaction yield outcomes from USPTO patents with 853,638 reactions. The task is: Predict the reaction yield, written as a fraction of the theoretical maximum amount of product (1.0 means a 100% yield; for example, 0.34 means a 34% yield). (1) The reactants are N[C:2]1[CH:7]=[C:6]([O:8][C:9]([F:12])([F:11])[F:10])[CH:5]=[CH:4][C:3]=1[S:13]([NH:16][C:17]1[CH:18]=[CH:19][CH:20]=[C:21]2[C:26]=1[N:25]=[CH:24][CH:23]=[CH:22]2)(=[O:15])=[O:14].N(OC(C)(C)C)=O.CC(O)=O. The catalyst is C1COCC1. The product is [F:11][C:9]([F:12])([F:10])[O:8][C:6]1[CH:7]=[C:2]2[C:3]([S:13](=[O:14])(=[O:15])[NH:16][C:17]3[C:18]2=[CH:19][CH:20]=[C:21]2[C:26]=3[N:25]=[CH:24][CH:23]=[CH:22]2)=[CH:4][CH:5]=1. The yield is 0.0800. (2) The reactants are [CH:1]1([CH:7](O)[C:8]([O:10][CH2:11][C:12]2[CH:17]=[CH:16][CH:15]=[CH:14][CH:13]=2)=[O:9])[CH2:6][CH2:5][CH2:4][CH2:3][CH2:2]1.FC(F)(F)S(OS(C(F)(F)F)(=O)=O)(=O)=O.N1C(C)=CC=CC=1C.C(N(C(C)C)CC)(C)C.Cl.Cl.[F:53][C:54]1[CH:55]=[C:56]([C:60]2([CH2:66][CH2:67][N:68]3[C@H:73]4[CH2:74][CH2:75][C@@H:69]3[CH2:70][CH:71]([N:76]3[C:80]5[CH:81]=[CH:82][CH:83]=[CH:84][C:79]=5[N:78]=[C:77]3[CH3:85])[CH2:72]4)[CH2:65][CH2:64][NH:63][CH2:62][CH2:61]2)[CH:57]=[CH:58][CH:59]=1. The catalyst is C(Cl)Cl. The product is [CH:1]1([CH:7]([N:63]2[CH2:62][CH2:61][C:60]([C:56]3[CH:57]=[CH:58][CH:59]=[C:54]([F:53])[CH:55]=3)([CH2:66][CH2:67][N:68]3[C@H:69]4[CH2:75][CH2:74][C@@H:73]3[CH2:72][CH:71]([N:76]3[C:80]5[CH:81]=[CH:82][CH:83]=[CH:84][C:79]=5[N:78]=[C:77]3[CH3:85])[CH2:70]4)[CH2:65][CH2:64]2)[C:8]([O:10][CH2:11][C:12]2[CH:17]=[CH:16][CH:15]=[CH:14][CH:13]=2)=[O:9])[CH2:6][CH2:5][CH2:4][CH2:3][CH2:2]1. The yield is 0.200.